From a dataset of Reaction yield outcomes from USPTO patents with 853,638 reactions. Predict the reaction yield, written as a fraction of the theoretical maximum amount of product (1.0 means a 100% yield; for example, 0.34 means a 34% yield). (1) The reactants are [C:1]([NH:24][CH2:25][CH2:26][NH:27][C:28]([O:30][CH2:31][C@H:32]1[S:36][CH2:35][C@@H:34]([N:37]2[CH:42]=[CH:41][C:40]([NH:43]C(=O)OCC(Cl)(Cl)Cl)=[N:39][C:38]2=[O:52])[O:33]1)=[O:29])(=[O:23])[CH2:2][CH2:3]/[CH:4]=[CH:5]\[CH2:6]/[CH:7]=[CH:8]\[CH2:9]/[CH:10]=[CH:11]\[CH2:12]/[CH:13]=[CH:14]\[CH2:15]/[CH:16]=[CH:17]\[CH2:18]/[CH:19]=[CH:20]\[CH2:21][CH3:22]. The catalyst is C1COCC1.[Zn]. The product is [C:1]([NH:24][CH2:25][CH2:26][NH:27][C:28](=[O:29])[O:30][CH2:31][C@H:32]1[S:36][CH2:35][C@@H:34]([N:37]2[CH:42]=[CH:41][C:40]([NH2:43])=[N:39][C:38]2=[O:52])[O:33]1)(=[O:23])[CH2:2][CH2:3]/[CH:4]=[CH:5]\[CH2:6]/[CH:7]=[CH:8]\[CH2:9]/[CH:10]=[CH:11]\[CH2:12]/[CH:13]=[CH:14]\[CH2:15]/[CH:16]=[CH:17]\[CH2:18]/[CH:19]=[CH:20]\[CH2:21][CH3:22]. The yield is 0.430. (2) The reactants are CS(O[CH2:6][C@H:7]1[O:12][CH2:11][CH2:10][N:9]([C:13]([O:15][C:16]([CH3:19])([CH3:18])[CH3:17])=[O:14])[CH2:8]1)(=O)=O.[N+:20]([C:23]1[CH:24]=[N:25][NH:26][CH:27]=1)([O-:22])=[O:21].C(=O)([O-])[O-].[Cs+].[Cs+]. The product is [N+:20]([C:23]1[CH:24]=[N:25][N:26]([CH2:6][C@H:7]2[O:12][CH2:11][CH2:10][N:9]([C:13]([O:15][C:16]([CH3:17])([CH3:18])[CH3:19])=[O:14])[CH2:8]2)[CH:27]=1)([O-:22])=[O:21]. The catalyst is C(#N)C. The yield is 0.710. (3) The reactants are Cl[CH2:2][CH2:3][C@@H:4]([C:6]1[CH:11]=[CH:10][CH:9]=[CH:8][CH:7]=1)[OH:5].[CH3:12][CH:13]([CH3:29])[C:14]([NH:16][C:17]1[CH:22]=[CH:21][CH:20]=[C:19]([CH:23]2[CH2:28][CH2:27][NH:26][CH2:25][CH2:24]2)[CH:18]=1)=[O:15].C(N(C(C)C)CC)(C)C.N. The catalyst is [I-].C([N+](CCCC)(CCCC)CCCC)CCC.C(Cl)(Cl)Cl.O1CCOCC1. The product is [OH:5][C@H:4]([C:6]1[CH:11]=[CH:10][CH:9]=[CH:8][CH:7]=1)[CH2:3][CH2:2][N:26]1[CH2:27][CH2:28][CH:23]([C:19]2[CH:18]=[C:17]([NH:16][C:14](=[O:15])[CH:13]([CH3:12])[CH3:29])[CH:22]=[CH:21][CH:20]=2)[CH2:24][CH2:25]1. The yield is 0.393. (4) The reactants are Cl[C:2]1[CH:3]=[CH:4][C:5]2[O:14][CH2:13][CH2:12][C:11]3[CH:10]=[C:9]([C:15]4[N:16]([C:20]5[CH:25]=[CH:24][C:23]([F:26])=[CH:22][C:21]=5[F:27])[N:17]=[CH:18][N:19]=4)[S:8][C:7]=3[C:6]=2[N:28]=1.[CH3:29][C:30]1([CH3:37])[O:34][CH:33]([CH2:35][NH2:36])[CH2:32][O:31]1.CC(C1C=C(C(C)C)C(C2C=CC=CC=2P(C2CCCCC2)C2CCCCC2)=C(C(C)C)C=1)C.C(O[Na])(C)(C)C. The catalyst is C1C=CC(/C=C/C(/C=C/C2C=CC=CC=2)=O)=CC=1.C1C=CC(/C=C/C(/C=C/C2C=CC=CC=2)=O)=CC=1.C1C=CC(/C=C/C(/C=C/C2C=CC=CC=2)=O)=CC=1.[Pd].[Pd].C(Cl)Cl.O1CCOCC1. The product is [F:27][C:21]1[CH:22]=[C:23]([F:26])[CH:24]=[CH:25][C:20]=1[N:16]1[C:15]([C:9]2[S:8][C:7]3[C:6]4[N:28]=[C:2]([NH:36][CH2:35][CH:33]5[CH2:32][O:31][C:30]([CH3:37])([CH3:29])[O:34]5)[CH:3]=[CH:4][C:5]=4[O:14][CH2:13][CH2:12][C:11]=3[CH:10]=2)=[N:19][CH:18]=[N:17]1. The yield is 0.670. (5) The reactants are [CH3:1][N:2]1[CH2:7][CH2:6][N:5]([C:8]2[N:13]=[CH:12][C:11]([C:14]3[CH:15]=[C:16]4[C:21](=[N:22][CH:23]=3)[NH:20][CH2:19][CH2:18][CH:17]4[OH:24])=[CH:10][CH:9]=2)[CH2:4][CH2:3]1.[Cl:25][C:26]1[C:31]([F:32])=[CH:30][CH:29]=[C:28]([F:33])[C:27]=1O. The catalyst is CO.C(Cl)Cl. The product is [Cl:25][C:26]1[C:31]([F:32])=[CH:30][CH:29]=[C:28]([F:33])[C:27]=1[O:24][CH:17]1[C:16]2[C:21](=[N:22][CH:23]=[C:14]([C:11]3[CH:12]=[N:13][C:8]([N:5]4[CH2:6][CH2:7][N:2]([CH3:1])[CH2:3][CH2:4]4)=[CH:9][CH:10]=3)[CH:15]=2)[NH:20][CH2:19][CH2:18]1. The yield is 0.540. (6) The reactants are [CH3:1][O:2][CH2:3][CH2:4][CH2:5][CH2:6][C@@:7]([C:15]1[CH:20]=[CH:19][CH:18]=[CH:17][CH:16]=1)([C@@H:9]1[CH2:14][CH2:13][CH2:12][NH:11][CH2:10]1)[OH:8].C(N(CC)CC)C.[Cl:28][C:29](Cl)([O:31]C(=O)OC(Cl)(Cl)Cl)Cl. The catalyst is C(Cl)Cl. The product is [OH:8][C@@:7]([C@@H:9]1[CH2:14][CH2:13][CH2:12][N:11]([C:29]([Cl:28])=[O:31])[CH2:10]1)([C:15]1[CH:20]=[CH:19][CH:18]=[CH:17][CH:16]=1)[CH2:6][CH2:5][CH2:4][CH2:3][O:2][CH3:1]. The yield is 0.990.